The task is: Predict which catalyst facilitates the given reaction.. This data is from Catalyst prediction with 721,799 reactions and 888 catalyst types from USPTO. (1) Reactant: [CH3:1][C:2]([C:4]1[CH:5]=[CH:6][C:7]([OH:10])=[CH:8][CH:9]=1)=[O:3].C1(P(C2C=CC=CC=2)C2C=CC=CC=2)C=CC=CC=1.O[CH2:31][CH2:32][NH:33][C:34](=[O:43])[O:35][CH2:36][C:37]1[CH:42]=[CH:41][CH:40]=[CH:39][CH:38]=1.N(C(N1CCCCC1)=O)=NC(N1CCCCC1)=O. Product: [CH2:36]([O:35][C:34](=[O:43])[NH:33][CH2:32][CH2:31][O:10][C:7]1[CH:8]=[CH:9][C:4]([C:2](=[O:3])[CH3:1])=[CH:5][CH:6]=1)[C:37]1[CH:42]=[CH:41][CH:40]=[CH:39][CH:38]=1. The catalyst class is: 359. (2) Reactant: [CH3:1][C:2]1[CH:21]=[CH:20][C:5]([CH2:6][N:7]2[CH2:11][CH2:10][C@@H:9]([NH:12]C(=O)OC(C)(C)C)[CH2:8]2)=[CH:4][CH:3]=1.Cl. Product: [CH3:1][C:2]1[CH:3]=[CH:4][C:5]([CH2:6][N:7]2[CH2:11][CH2:10][C@@H:9]([NH2:12])[CH2:8]2)=[CH:20][CH:21]=1. The catalyst class is: 13. (3) Reactant: CO[CH:3]1[O:8][CH:7]([C:9]2[N:13]([CH3:14])[N:12]=[CH:11][C:10]=2[N+:15]([O-:17])=[O:16])[CH:6]([CH3:18])[CH:5]=[C:4]1[CH3:19].B(F)(F)F.CCOCC.C([SiH](CC)CC)C.C([O-])(O)=O.[Na+]. Product: [CH3:18][CH:6]1[CH:5]=[C:4]([CH3:19])[CH2:3][O:8][CH:7]1[C:9]1[N:13]([CH3:14])[N:12]=[CH:11][C:10]=1[N+:15]([O-:17])=[O:16]. The catalyst class is: 2.